This data is from Reaction yield outcomes from USPTO patents with 853,638 reactions. The task is: Predict the reaction yield, written as a fraction of the theoretical maximum amount of product (1.0 means a 100% yield; for example, 0.34 means a 34% yield). (1) The reactants are [Br:1][C:2]1[C:7](=[O:8])[N:6]([C:9]2[CH:10]=[C:11]([CH:15]=[CH:16][C:17]=2[CH3:18])[C:12]([OH:14])=O)[C:5]([CH3:19])=[N:4][C:3]=1[O:20][CH2:21][C:22]1[CH:27]=[CH:26][C:25]([F:28])=[CH:24][C:23]=1[F:29].C(OC(Cl)=O)C(C)C.CN1CCOCC1.Cl.[CH3:46][NH:47][C:48](=[O:51])[CH2:49][NH2:50]. The catalyst is CC(N(C)C)=O.CN(C1C=CN=CC=1)C.ClCCl. The product is [Br:1][C:2]1[C:7](=[O:8])[N:6]([C:9]2[CH:10]=[C:11]([CH:15]=[CH:16][C:17]=2[CH3:18])[C:12]([NH:50][CH2:49][C:48]([NH:47][CH3:46])=[O:51])=[O:14])[C:5]([CH3:19])=[N:4][C:3]=1[O:20][CH2:21][C:22]1[CH:27]=[CH:26][C:25]([F:28])=[CH:24][C:23]=1[F:29]. The yield is 0.650. (2) The reactants are [F:1][C:2]1[CH:7]=[C:6]([F:8])[CH:5]=[CH:4][C:3]=1[C:9]1[N:14]=[C:13]([N:15]2[CH2:20][CH2:19][NH:18][CH2:17][CH2:16]2)[CH:12]=[CH:11][CH:10]=1.[C:21]1([N:27]=[C:28]=[O:29])[CH:26]=[CH:25][CH:24]=[CH:23][CH:22]=1. No catalyst specified. The product is [F:1][C:2]1[CH:7]=[C:6]([F:8])[CH:5]=[CH:4][C:3]=1[C:9]1[N:14]=[C:13]([N:15]2[CH2:16][CH2:17][N:18]([C:28]([NH:27][C:21]3[CH:26]=[CH:25][CH:24]=[CH:23][CH:22]=3)=[O:29])[CH2:19][CH2:20]2)[CH:12]=[CH:11][CH:10]=1. The yield is 0.470.